This data is from Reaction yield outcomes from USPTO patents with 853,638 reactions. The task is: Predict the reaction yield, written as a fraction of the theoretical maximum amount of product (1.0 means a 100% yield; for example, 0.34 means a 34% yield). The reactants are [CH:1]([O:4][C:5](=[O:39])[O:6][CH:7]1[CH:11]2[O:12][Si](C(C)(C)C)(C(C)(C)C)[O:14][CH2:15][CH:10]2[O:9][CH:8]1[N:24]1[C:28]2[N:29]=[C:30]([N:33]=[CH:34][N:35]([CH3:37])[CH3:36])[N:31]=[CH:32][C:27]=2[S:26][C:25]1=[O:38])([CH3:3])[CH3:2].N1C(=O)CC[C@H]1C(O)=O. The catalyst is CO. The product is [CH:1]([O:4][C:5](=[O:39])[O:6][CH:7]1[CH:11]([OH:12])[CH:10]([CH2:15][OH:14])[O:9][CH:8]1[N:24]1[C:28]2[N:29]=[C:30]([N:33]=[CH:34][N:35]([CH3:37])[CH3:36])[N:31]=[CH:32][C:27]=2[S:26][C:25]1=[O:38])([CH3:3])[CH3:2]. The yield is 0.950.